Predict the reactants needed to synthesize the given product. From a dataset of Full USPTO retrosynthesis dataset with 1.9M reactions from patents (1976-2016). Given the product [Cl:16]/[C:12](/[N+:13]([O-:15])=[O:14])=[CH:7]\[C:6]1[CH:9]=[CH:10][C:3]([CH2:1][CH3:2])=[CH:4][CH:5]=1, predict the reactants needed to synthesize it. The reactants are: [CH2:1]([C:3]1[CH:10]=[CH:9][C:6]([CH:7]=O)=[CH:5][CH:4]=1)[CH3:2].Br[CH2:12][N+:13]([O-:15])=[O:14].[Cl-:16].C[NH2+]C.[F-].[K+].